From a dataset of Full USPTO retrosynthesis dataset with 1.9M reactions from patents (1976-2016). Predict the reactants needed to synthesize the given product. (1) Given the product [CH3:31][C:25]([O:24][C:23]1[CH:32]=[CH:33][C:20]([O:8][CH2:7][C:6]2[C:2]([CH3:1])=[N:3][N:4]([C:9]3[CH:14]=[CH:13][C:12]([C:15]([F:18])([F:16])[F:17])=[CH:11][N:10]=3)[CH:5]=2)=[CH:21][CH:22]=1)([CH3:30])[C:26]([OH:28])=[O:27], predict the reactants needed to synthesize it. The reactants are: [CH3:1][C:2]1[C:6]([CH2:7][OH:8])=[CH:5][N:4]([C:9]2[CH:14]=[CH:13][C:12]([C:15]([F:18])([F:17])[F:16])=[CH:11][N:10]=2)[N:3]=1.O[C:20]1[CH:33]=[CH:32][C:23]([O:24][C:25]([CH3:31])([CH3:30])[C:26]([O:28]C)=[O:27])=[CH:22][CH:21]=1.C1(P(C2C=CC=CC=2)C2C=CC=CC=2)C=CC=CC=1.N(C(OCC)=O)=NC(OCC)=O. (2) Given the product [NH2:7][CH2:8][C:9]1[C:10]([Cl:22])=[CH:11][C:12]([NH:17][S:18]([CH3:21])(=[O:20])=[O:19])=[C:13]([CH:15]=[CH2:16])[CH:14]=1, predict the reactants needed to synthesize it. The reactants are: C(OC(=O)[NH:7][CH2:8][C:9]1[CH:14]=[C:13]([CH:15]=[CH2:16])[C:12]([NH:17][S:18]([CH3:21])(=[O:20])=[O:19])=[CH:11][C:10]=1[Cl:22])(C)(C)C. (3) Given the product [C:1]([O:5][C:6]([N:8]1[CH2:14][CH2:13][CH2:12][N:11]([C:15]2[NH:23][C:22]3[C:21](=[O:31])[N:20]([CH3:32])[C:19](=[O:33])[N:18]([CH3:34])[C:17]=3[C:16]=2[C:35](=[O:39])[N:36]([CH3:37])[CH3:38])[CH2:10][CH2:9]1)=[O:7])([CH3:4])([CH3:3])[CH3:2], predict the reactants needed to synthesize it. The reactants are: [C:1]([O:5][C:6]([N:8]1[CH2:14][CH2:13][CH2:12][N:11]([C:15]2[N:23](CC3C=CC=CC=3)[C:22]3[C:21](=[O:31])[N:20]([CH3:32])[C:19](=[O:33])[N:18]([CH3:34])[C:17]=3[C:16]=2[C:35](=[O:39])[N:36]([CH3:38])[CH3:37])[CH2:10][CH2:9]1)=[O:7])([CH3:4])([CH3:3])[CH3:2].C([O-])=O.[NH4+]. (4) Given the product [C:12]([O:11][C:10]([NH:9][C:5]1[CH:6]=[CH:7][CH:8]=[C:3]([O:2][CH3:1])[C:4]=1[C:22](=[O:28])[C:23]([O:25][CH2:26][CH3:27])=[O:24])=[O:16])([CH3:13])([CH3:15])[CH3:14], predict the reactants needed to synthesize it. The reactants are: [CH3:1][O:2][C:3]1[CH:4]=[C:5]([NH:9][C:10](=[O:16])[O:11][C:12]([CH3:15])([CH3:14])[CH3:13])[CH:6]=[CH:7][CH:8]=1.[Li]CCCC.[C:22](OCC)(=[O:28])[C:23]([O:25][CH2:26][CH3:27])=[O:24]. (5) The reactants are: [Cl:1][C:2]1[CH:3]=[C:4]([CH:8]2[NH:12][C:11]3([CH2:17][CH2:16][CH2:15][CH2:14][CH2:13]3)[NH:10][C:9]2=[O:18])[CH:5]=[CH:6][CH:7]=1.BrN1C(=O)CCC1=O. Given the product [Cl:1][C:2]1[CH:3]=[C:4]([C:8]2[C:9](=[O:18])[NH:10][C:11]3([CH2:17][CH2:16][CH2:15][CH2:14][CH2:13]3)[N:12]=2)[CH:5]=[CH:6][CH:7]=1, predict the reactants needed to synthesize it. (6) Given the product [N:18]1[CH:19]=[CH:2][C:3]([C:7]2[C:15]3[C:10](=[CH:11][C:12]([CH:16]=[O:17])=[CH:13][CH:14]=3)[NH:9][N:8]=2)=[CH:4][CH:5]=1, predict the reactants needed to synthesize it. The reactants are: N1C=[CH:5][CH:4]=[C:3]([C:7]2[C:15]3[C:10](=[CH:11][C:12]([CH:16]=[O:17])=[CH:13][CH:14]=3)[NH:9][N:8]=2)[CH:2]=1.[N:18]1C=CC(B(O)O)=C[CH:19]=1. (7) Given the product [CH3:1][C:2]1([CH3:32])[CH2:11][CH:10]=[C:9]([C:12]2[CH:17]=[CH:16][CH:15]=[CH:14][C:13]=2[CH3:18])[C:8]2[CH:7]=[C:6]([C:19]#[C:20][C:21]3[CH:22]=[CH:23][C:24]([C:25]([OH:27])=[O:26])=[CH:30][CH:31]=3)[CH:5]=[CH:4][C:3]1=2, predict the reactants needed to synthesize it. The reactants are: [CH3:1][C:2]1([CH3:32])[CH2:11][CH:10]=[C:9]([C:12]2[CH:17]=[CH:16][CH:15]=[CH:14][C:13]=2[CH3:18])[C:8]2[CH:7]=[C:6]([C:19]#[C:20][C:21]3[CH:31]=[CH:30][C:24]([C:25]([O:27]CC)=[O:26])=[CH:23][CH:22]=3)[CH:5]=[CH:4][C:3]1=2.[OH-].[Na+].Cl.